From a dataset of Forward reaction prediction with 1.9M reactions from USPTO patents (1976-2016). Predict the product of the given reaction. (1) Given the reactants [CH3:1][CH:2]1[CH2:8][C:7]2[CH:9]=[C:10]3[O:15][CH2:14][O:13][C:11]3=[CH:12][C:6]=2[C:5]([C:16]2[CH:21]=[CH:20][C:19]([N+:22]([O-:24])=[O:23])=[CH:18][CH:17]=2)=[N:4][N:3]1[C:25](=[N:27][OH:28])[NH2:26].[CH:29](OCC)(OCC)OCC.Cl, predict the reaction product. The product is: [CH3:1][CH:2]1[CH2:8][C:7]2[CH:9]=[C:10]3[O:15][CH2:14][O:13][C:11]3=[CH:12][C:6]=2[C:5]([C:16]2[CH:21]=[CH:20][C:19]([N+:22]([O-:24])=[O:23])=[CH:18][CH:17]=2)=[N:4][N:3]1[C:25]1[N:26]=[CH:29][O:28][N:27]=1. (2) Given the reactants [C:1]1([C:20]2[CH:25]=[CH:24][CH:23]=[CH:22][CH:21]=2)[CH:6]=[CH:5][C:4]([N:7]2[C:19]3[CH:18]=[CH:17][CH:16]=[CH:15][C:14]=3[C:13]3[C:8]2=[CH:9][CH:10]=[CH:11][CH:12]=3)=[CH:3][CH:2]=1.[Br:26]N1C(=O)CCC1=O, predict the reaction product. The product is: [Br:26][C:16]1[CH:17]=[CH:18][C:19]2[N:7]([C:4]3[CH:5]=[CH:6][C:1]([C:20]4[CH:21]=[CH:22][CH:23]=[CH:24][CH:25]=4)=[CH:2][CH:3]=3)[C:8]3[C:13]([C:14]=2[CH:15]=1)=[CH:12][CH:11]=[CH:10][CH:9]=3. (3) Given the reactants [CH:1]([C:4]1[N:5]=[C:6](/[CH:9]=[CH:10]/[C:11]2[CH:41]=[CH:40][N:14]3[C:15](=[O:39])[C:16](/[CH:30]=[CH:31]/[C:32]([O:34][C:35]([CH3:38])([CH3:37])[CH3:36])=[O:33])=[C:17](OS(C4C=CC(C)=CC=4)(=O)=O)[N:18]=[C:13]3[CH:12]=2)[S:7][CH:8]=1)([CH3:3])[CH3:2].[NH:42]1[CH2:47][CH2:46][O:45][CH2:44][CH2:43]1, predict the reaction product. The product is: [CH:1]([C:4]1[N:5]=[C:6](/[CH:9]=[CH:10]/[C:11]2[CH:41]=[CH:40][N:14]3[C:15](=[O:39])[C:16](/[CH:30]=[CH:31]/[C:32]([O:34][C:35]([CH3:36])([CH3:38])[CH3:37])=[O:33])=[C:17]([N:42]4[CH2:47][CH2:46][O:45][CH2:44][CH2:43]4)[N:18]=[C:13]3[CH:12]=2)[S:7][CH:8]=1)([CH3:3])[CH3:2]. (4) Given the reactants [CH2:1]([N:9]1[CH:13]=[C:12]([C:14]2[C:22]3[C:17](=[N:18][CH:19]=[C:20]([C:23]4[CH:24]=[N:25][N:26]([CH:28]5[CH2:33][CH2:32][N:31]([C:34]([O:36][C:37]([CH3:40])([CH3:39])[CH3:38])=[O:35])[CH2:30][CH2:29]5)[CH:27]=4)[CH:21]=3)[N:16](S(C3C=CC(C)=CC=3)(=O)=O)[CH:15]=2)[CH:11]=[N:10]1)[CH2:2][C:3]1[CH:8]=[CH:7][CH:6]=[CH:5][CH:4]=1.[OH-].[Li+], predict the reaction product. The product is: [CH2:1]([N:9]1[CH:13]=[C:12]([C:14]2[C:22]3[C:17](=[N:18][CH:19]=[C:20]([C:23]4[CH:24]=[N:25][N:26]([CH:28]5[CH2:33][CH2:32][N:31]([C:34]([O:36][C:37]([CH3:40])([CH3:39])[CH3:38])=[O:35])[CH2:30][CH2:29]5)[CH:27]=4)[CH:21]=3)[NH:16][CH:15]=2)[CH:11]=[N:10]1)[CH2:2][C:3]1[CH:8]=[CH:7][CH:6]=[CH:5][CH:4]=1.